The task is: Predict the product of the given reaction.. This data is from Forward reaction prediction with 1.9M reactions from USPTO patents (1976-2016). (1) Given the reactants Cl[C:2]1[CH:7]=[CH:6][N:5]=[C:4]2[NH:8][CH:9]=[CH:10][C:3]=12.[Na+].[I-:12].[CH3:13][C:14](Cl)=[O:15].C([O-])([O-])=O.[Na+].[Na+].OS([O-])=O.[Na+], predict the reaction product. The product is: [I:12][C:2]1[CH:7]=[CH:6][N:5]=[C:4]2[N:8]([C:14](=[O:15])[CH3:13])[CH:9]=[CH:10][C:3]=12.[I:12][C:2]1[CH:7]=[CH:6][N:5]=[C:4]2[NH:8][CH:9]=[CH:10][C:3]=12. (2) The product is: [CH3:12][C:3]1[CH:4]=[CH:5][C:6]2[C:11](=[CH:10][CH:9]=[CH:8][CH:7]=2)[C:2]=1[C:19]1[CH:20]=[C:15]([CH:16]=[CH:17][CH:18]=1)[CH:13]=[O:14]. Given the reactants Br[C:2]1[C:11]2[C:6](=[CH:7][CH:8]=[CH:9][CH:10]=2)[CH:5]=[CH:4][C:3]=1[CH3:12].[CH:13]([C:15]1[CH:16]=[C:17](B(O)O)[CH:18]=[CH:19][CH:20]=1)=[O:14], predict the reaction product. (3) Given the reactants [CH:1]([CH:3]=O)=[O:2].[NH2:5][C:6]1[CH:11]=[CH:10][CH:9]=[CH:8][N:7]=1.Cl(O)(=O)(=O)=O.C(=O)([O-])O.[Na+].[CH2:22]([OH:24])[CH3:23], predict the reaction product. The product is: [N:7]1[CH:8]=[CH:9][CH:10]=[CH:11][C:6]=1[NH:5][CH2:23][C:22]([O:2][CH2:1][CH3:3])=[O:24]. (4) Given the reactants Cl[C:2]1[C:3]2[CH:10]=[C:9]([C:11]([O:13][CH3:14])=[O:12])[S:8][C:4]=2[N:5]=[CH:6][N:7]=1.[O-2].[Mg+2], predict the reaction product. The product is: [N:5]1[C:4]2[S:8][C:9]([C:11]([O:13][CH3:14])=[O:12])=[CH:10][C:3]=2[CH:2]=[N:7][CH:6]=1. (5) Given the reactants [O:1]1[C:6]2[CH:7]=[C:8]([C:11](=[O:22])[C@@H:12]([NH:14][C:15](=[O:21])[O:16][C:17]([CH3:20])([CH3:19])[CH3:18])[CH3:13])[CH:9]=[CH:10][C:5]=2[CH2:4][O:3][CH2:2]1.C(O[Al](OC(C)C)OC(C)C)(C)C.CC(O)C.Cl, predict the reaction product. The product is: [O:1]1[C:6]2[CH:7]=[C:8]([C@@H:11]([OH:22])[C@@H:12]([NH:14][C:15](=[O:21])[O:16][C:17]([CH3:19])([CH3:18])[CH3:20])[CH3:13])[CH:9]=[CH:10][C:5]=2[CH2:4][O:3][CH2:2]1. (6) Given the reactants [H-].[Na+].[CH3:3][O:4][CH2:5][CH2:6][OH:7].Br[C:9]1[N:14]=[C:13]([NH:15][CH2:16][C:17]2[C:22]([CH3:23])=[CH:21][CH:20]=[CH:19][C:18]=2[CH2:24][CH3:25])[C:12]([N+:26]([O-:28])=[O:27])=[C:11]([NH:29][CH3:30])[CH:10]=1, predict the reaction product. The product is: [CH2:24]([C:18]1[CH:19]=[CH:20][CH:21]=[C:22]([CH3:23])[C:17]=1[CH2:16][NH:15][C:13]1[C:12]([N+:26]([O-:28])=[O:27])=[C:11]([NH:29][CH3:30])[CH:10]=[C:9]([O:7][CH2:6][CH2:5][O:4][CH3:3])[N:14]=1)[CH3:25]. (7) Given the reactants [Cl:1][C:2]1[CH:7]=[CH:6][C:5]([NH:8][C:9]([C:11]2[CH:21]=[CH:20][C:14]([C:15](=[NH:19])OCC)=[CH:13][CH:12]=2)=[O:10])=[CH:4][C:3]=1[C:22]1[CH:27]=[CH:26][CH:25]=[CH:24][N:23]=1.[CH3:28][N:29]1[CH2:34][CH2:33][NH:32][CH2:31][CH2:30]1, predict the reaction product. The product is: [Cl:1][C:2]1[CH:7]=[CH:6][C:5]([NH:8][C:9](=[O:10])[C:11]2[CH:12]=[CH:13][C:14]([C:15](=[NH:19])[N:32]3[CH2:33][CH2:34][N:29]([CH3:28])[CH2:30][CH2:31]3)=[CH:20][CH:21]=2)=[CH:4][C:3]=1[C:22]1[CH:27]=[CH:26][CH:25]=[CH:24][N:23]=1.